From a dataset of TCR-epitope binding with 47,182 pairs between 192 epitopes and 23,139 TCRs. Binary Classification. Given a T-cell receptor sequence (or CDR3 region) and an epitope sequence, predict whether binding occurs between them. (1) The epitope is RLYYDSMSY. The TCR CDR3 sequence is CASSLAGLEGASNTEAFF. Result: 0 (the TCR does not bind to the epitope). (2) The epitope is YIFFASFYY. The TCR CDR3 sequence is CASRGQGPDTQYF. Result: 1 (the TCR binds to the epitope). (3) The epitope is YVFCTVNAL. The TCR CDR3 sequence is CASSSEGSGVQGEQYF. Result: 0 (the TCR does not bind to the epitope). (4) The epitope is EEHVQIHTI. The TCR CDR3 sequence is CASSFMSGSYEQYF. Result: 0 (the TCR does not bind to the epitope).